Task: Predict which catalyst facilitates the given reaction.. Dataset: Catalyst prediction with 721,799 reactions and 888 catalyst types from USPTO Reactant: [CH3:1][N:2]([CH2:18][C:19]1[CH:20]=[CH:21][C:22]2[S:23][CH2:24][C:25](=[O:29])[NH:26][C:27]=2[N:28]=1)[C:3]([CH:5]1[O:10][CH2:9][CH2:8][N:7](C(OC(C)(C)C)=O)[CH2:6]1)=[O:4].Cl. Product: [CH3:1][N:2]([CH2:18][C:19]1[CH:20]=[CH:21][C:22]2[S:23][CH2:24][C:25](=[O:29])[NH:26][C:27]=2[N:28]=1)[C:3]([CH:5]1[O:10][CH2:9][CH2:8][NH:7][CH2:6]1)=[O:4]. The catalyst class is: 5.